From a dataset of Full USPTO retrosynthesis dataset with 1.9M reactions from patents (1976-2016). Predict the reactants needed to synthesize the given product. (1) Given the product [CH3:18][C:19]1[CH:27]=[CH:26][C:22]([C:23]([NH:1][C:2]2[CH:7]=[CH:6][C:5]([S:8](=[O:10])(=[O:9])[NH:11][C@H:12]3[CH2:16][CH2:15][O:14][C:13]3=[O:17])=[CH:4][CH:3]=2)=[O:24])=[CH:21][CH:20]=1, predict the reactants needed to synthesize it. The reactants are: [NH2:1][C:2]1[CH:7]=[CH:6][C:5]([S:8]([NH:11][C@H:12]2[CH2:16][CH2:15][O:14][C:13]2=[O:17])(=[O:10])=[O:9])=[CH:4][CH:3]=1.[CH3:18][C:19]1[CH:27]=[CH:26][C:22]([C:23](Cl)=[O:24])=[CH:21][CH:20]=1. (2) Given the product [Cl:24][C:25]1[CH:32]=[CH:31][CH:30]=[CH:29][C:26]=1[CH2:27][NH:1][C:2]1[CH:3]=[C:4]([C:8]2[N:13]3[N:14]=[CH:15][C:16]([C:17]([C:19]4[S:20][CH:21]=[CH:22][CH:23]=4)=[O:18])=[C:12]3[N:11]=[CH:10][CH:9]=2)[CH:5]=[CH:6][CH:7]=1, predict the reactants needed to synthesize it. The reactants are: [NH2:1][C:2]1[CH:3]=[C:4]([C:8]2[N:13]3[N:14]=[CH:15][C:16]([C:17]([C:19]4[S:20][CH:21]=[CH:22][CH:23]=4)=[O:18])=[C:12]3[N:11]=[CH:10][CH:9]=2)[CH:5]=[CH:6][CH:7]=1.[Cl:24][C:25]1[CH:32]=[CH:31][CH:30]=[CH:29][C:26]=1[CH:27]=O. (3) Given the product [C:1]1([C:7]2[S:8][N:9]=[CH:19][C:11]=2[C:13]([O-:17])=[O:16])[CH:2]=[CH:3][CH:4]=[CH:5][CH:6]=1.[C:1]1([C:7]2[S:8][N:9]=[C:14]([C:13]([O-:17])=[O:16])[CH:15]=2)[CH:6]=[CH:5][CH:4]=[CH:3][CH:2]=1, predict the reactants needed to synthesize it. The reactants are: [C:1]1([CH:7]2[C:11](=O)O[NH2+:9][S:8]2)[CH:6]=[CH:5][CH:4]=[CH:3][CH:2]=1.[C:13]([O:17]C)(=[O:16])[C:14]#[CH:15].[C:19]1(C)C=CC=CC=1. (4) Given the product [OH:27][CH2:28][C@H:29]1[CH2:15][C@@H:16]([NH:17][C:5]2[C:10]([C:11]#[N:12])=[CH:9][N:8]=[C:7]([S:13][CH3:14])[N:6]=2)[C:30]1([CH3:31])[CH3:1], predict the reactants needed to synthesize it. The reactants are: [CH3:1]O.Cl.Cl[C:5]1[C:10]([C:11]#[N:12])=[CH:9][N:8]=[C:7]([S:13][CH3:14])[N:6]=1.[CH3:15][CH2:16][N:17](C(C)C)C(C)C.C([O:27][CH2:28][CH3:29])(=O)C.[CH2:30](O)[CH3:31]. (5) Given the product [CH3:8][C:9]1[CH:14]=[CH:13][N:12]=[C:11]([NH:15][C:16]2[N:21]=[C:20]([C:22]3[S:26][C:25]([C@@H:27]([NH:29][C:5](=[O:7])[CH3:6])[CH3:28])=[N:24][CH:23]=3)[CH:19]=[CH:18][CH:17]=2)[CH:10]=1, predict the reactants needed to synthesize it. The reactants are: C(O[C:5](=[O:7])[CH3:6])(=O)C.[CH3:8][C:9]1[CH:14]=[CH:13][N:12]=[C:11]([NH:15][C:16]2[N:21]=[C:20]([C:22]3[S:26][C:25]([C@@H:27]([NH2:29])[CH3:28])=[N:24][CH:23]=3)[CH:19]=[CH:18][CH:17]=2)[CH:10]=1. (6) Given the product [F:21][C:20]1[CH:19]=[CH:18][CH:17]=[C:16]([CH3:22])[C:15]=1[CH:2]([C:3]([O:5][CH2:6][CH3:7])=[O:4])[C:1]([O:9][CH2:10][CH3:11])=[O:8], predict the reactants needed to synthesize it. The reactants are: [C:1]([O:9][CH2:10][CH3:11])(=[O:8])[CH2:2][C:3]([O:5][CH2:6][CH3:7])=[O:4].[H-].[Na+].Br[C:15]1[C:20]([F:21])=[CH:19][CH:18]=[CH:17][C:16]=1[CH3:22].Cl. (7) Given the product [F:27][CH:12]([CH2:11][N:9]1[CH:10]=[C:6]([NH:5][C:3](=[O:4])[CH2:2][N:32]2[CH2:33][CH:30]([F:29])[CH2:31]2)[N:7]=[N:8]1)[CH2:13][CH2:14][N:15]1[CH:19]=[C:18]([C:20]([O:22][C:23]([CH3:26])([CH3:25])[CH3:24])=[O:21])[N:17]=[N:16]1, predict the reactants needed to synthesize it. The reactants are: Cl[CH2:2][C:3]([NH:5][C:6]1[N:7]=[N:8][N:9]([CH2:11][CH:12]([F:27])[CH2:13][CH2:14][N:15]2[CH:19]=[C:18]([C:20]([O:22][C:23]([CH3:26])([CH3:25])[CH3:24])=[O:21])[N:17]=[N:16]2)[CH:10]=1)=[O:4].Cl.[F:29][CH:30]1[CH2:33][NH:32][CH2:31]1.C([O-])([O-])=O.[K+].[K+].